From a dataset of Forward reaction prediction with 1.9M reactions from USPTO patents (1976-2016). Predict the product of the given reaction. The product is: [O:1]1[C:5]2([CH2:10][CH2:9][CH:8]([CH:11]([OH:12])[CH2:13][CH3:14])[CH2:7][CH2:6]2)[O:4][CH2:3][CH2:2]1. Given the reactants [O:1]1[C:5]2([CH2:10][CH2:9][CH:8]([CH:11]=[O:12])[CH2:7][CH2:6]2)[O:4][CH2:3][CH2:2]1.[CH2:13]([Mg]Br)[CH3:14], predict the reaction product.